This data is from Forward reaction prediction with 1.9M reactions from USPTO patents (1976-2016). The task is: Predict the product of the given reaction. Given the reactants [NH:1]1[C:11]2[C:6](=[CH:7][CH:8]=[CH:9][CH:10]=2)[C:4](=[O:5])[C:2]1=[O:3].[H-].[Na+].Br[CH2:15][CH2:16][CH:17]([CH3:19])[CH3:18], predict the reaction product. The product is: [CH2:15]([N:1]1[C:11]2[C:6](=[CH:7][CH:8]=[CH:9][CH:10]=2)[C:4](=[O:5])[C:2]1=[O:3])[CH2:16][CH:17]([CH3:19])[CH3:18].